From a dataset of Forward reaction prediction with 1.9M reactions from USPTO patents (1976-2016). Predict the product of the given reaction. (1) Given the reactants [NH2:1][C:2]1[CH:7]=[CH:6][C:5]([C:8]2[CH:9]=[CH:10][C:11]3[N:12]([N:14]=[C:15]([NH:17][C:18]4[CH:23]=[CH:22][CH:21]=[CH:20][C:19]=4[C:24]([F:27])([F:26])[F:25])[N:16]=3)[CH:13]=2)=[CH:4][CH:3]=1.N1C=CC=CC=1.[Cl:34][CH2:35][C:36](Cl)=[O:37].O, predict the reaction product. The product is: [Cl:34][CH2:35][C:36]([NH:1][C:2]1[CH:7]=[CH:6][C:5]([C:8]2[CH:9]=[CH:10][C:11]3[N:12]([N:14]=[C:15]([NH:17][C:18]4[CH:23]=[CH:22][CH:21]=[CH:20][C:19]=4[C:24]([F:26])([F:25])[F:27])[N:16]=3)[CH:13]=2)=[CH:4][CH:3]=1)=[O:37]. (2) Given the reactants Br[CH:2]([CH3:7])[C:3]([O:5][CH3:6])=[O:4].[CH2:8]([O:10][P:11]([O:15]CC)[O:12][CH2:13][CH3:14])[CH3:9], predict the reaction product. The product is: [CH3:6][O:5][C:3](=[O:4])[CH:2]([P:11]([O:12][CH2:13][CH3:14])([O:10][CH2:8][CH3:9])=[O:15])[CH3:7].